This data is from Forward reaction prediction with 1.9M reactions from USPTO patents (1976-2016). The task is: Predict the product of the given reaction. (1) Given the reactants [CH3:1][NH:2][C:3]1[C:4]([CH3:9])=[CH:5][CH:6]=[CH:7][CH:8]=1.[N:10]([O-])=[O:11].[Na+], predict the reaction product. The product is: [N:10]([N:2]([CH3:1])[C:3]1[C:4]([CH3:9])=[CH:5][CH:6]=[CH:7][CH:8]=1)=[O:11]. (2) Given the reactants [NH2:1][C:2]1[C:3](=[O:12])[NH:4][CH:5]=[C:6]([C:8]([F:11])([F:10])[F:9])[CH:7]=1.[F:13][C:14]1[CH:19]=[C:18]([O:20][C:21]2[CH:26]=[CH:25][N:24]=[C:23]([C:27]3[CH:28]=[N:29][N:30]([CH3:32])[CH:31]=3)[CH:22]=2)[CH:17]=[CH:16][C:15]=1[NH:33][C:34](=O)[O:35]C(C)=C.CN1CCCC1, predict the reaction product. The product is: [F:13][C:14]1[CH:19]=[C:18]([O:20][C:21]2[CH:26]=[CH:25][N:24]=[C:23]([C:27]3[CH:28]=[N:29][N:30]([CH3:32])[CH:31]=3)[CH:22]=2)[CH:17]=[CH:16][C:15]=1[NH:33][C:34]([NH:1][C:2]1[C:3](=[O:12])[NH:4][CH:5]=[C:6]([C:8]([F:9])([F:10])[F:11])[CH:7]=1)=[O:35]. (3) Given the reactants S(Cl)([Cl:3])=O.[Cl:5][C:6]1[CH:15]=[C:14]([O:16][CH3:17])[C:13]2[CH:12](O)[CH2:11][CH2:10][CH2:9][C:8]=2[N:7]=1, predict the reaction product. The product is: [Cl:5][C:6]1[CH:15]=[C:14]([O:16][CH3:17])[C:13]2[CH:12]([Cl:3])[CH2:11][CH2:10][CH2:9][C:8]=2[N:7]=1. (4) Given the reactants [NH:1]1[CH2:5][CH2:4][C@@H:3]([NH:6][C:7](=[O:13])[O:8][C:9]([CH3:12])([CH3:11])[CH3:10])[CH2:2]1.[S:14](N)([NH2:17])(=[O:16])=[O:15], predict the reaction product. The product is: [NH2:17][S:14]([N:1]1[CH2:5][CH2:4][C@@H:3]([NH:6][C:7](=[O:13])[O:8][C:9]([CH3:10])([CH3:12])[CH3:11])[CH2:2]1)(=[O:16])=[O:15].